From a dataset of Catalyst prediction with 721,799 reactions and 888 catalyst types from USPTO. Predict which catalyst facilitates the given reaction. (1) Reactant: [O:1]=[C:2]1[CH:7]=[C:6]([C:8]2[CH:13]=[CH:12][C:11]([C:14]([F:17])([F:16])[F:15])=[CH:10][CH:9]=2)[CH:5]=[CH:4][N:3]1[C:18]1[CH:23]=[CH:22][C:21]2[C:24]3[CH2:25][N:26](C(OC(C)(C)C)=O)[CH2:27][CH2:28][CH2:29][C:30]=3[O:31][C:20]=2[CH:19]=1.Cl.C([O-])(O)=O.[Na+]. Product: [CH2:25]1[C:24]2[C:21]3[CH:22]=[CH:23][C:18]([N:3]4[CH:4]=[CH:5][C:6]([C:8]5[CH:13]=[CH:12][C:11]([C:14]([F:17])([F:15])[F:16])=[CH:10][CH:9]=5)=[CH:7][C:2]4=[O:1])=[CH:19][C:20]=3[O:31][C:30]=2[CH2:29][CH2:28][CH2:27][NH:26]1. The catalyst class is: 275. (2) Reactant: C(OC(=O)[NH:10][CH2:11][CH:12]1[CH2:16][C:15]2[CH:17]=[CH:18][CH:19]=[C:20]([C:21]3[CH:26]=[CH:25][C:24]([O:27][CH3:28])=[CH:23][C:22]=3[O:29][CH3:30])[C:14]=2[O:13]1)C1C=CC=CC=1. Product: [CH3:30][O:29][C:22]1[CH:23]=[C:24]([O:27][CH3:28])[CH:25]=[CH:26][C:21]=1[C:20]1[C:14]2[O:13][CH:12]([CH2:11][NH2:10])[CH2:16][C:15]=2[CH:17]=[CH:18][CH:19]=1. The catalyst class is: 45. (3) Reactant: [F:1][C:2]1[CH:3]=[C:4]([CH3:11])[C:5]([N+:8]([O-])=O)=[CH:6][CH:7]=1.[H][H]. Product: [F:1][C:2]1[CH:7]=[CH:6][C:5]([NH2:8])=[C:4]([CH3:11])[CH:3]=1. The catalyst class is: 78. (4) Reactant: [O:1]1[CH:5]=[CH:4][C:3]([C:6]2[NH:7][CH:8]=[C:9]([C@@H:11]([OH:18])[C@H:12]([OH:17])[C@H:13]([OH:16])[CH2:14][OH:15])[N:10]=2)=[N:2]1. Product: [OH2:1].[O:1]1[CH:5]=[CH:4][C:3]([C:6]2[NH:7][CH:8]=[C:9]([C@@H:11]([OH:18])[C@H:12]([OH:17])[C@H:13]([OH:16])[CH2:14][OH:15])[N:10]=2)=[N:2]1. The catalyst class is: 6. (5) Reactant: [CH3:1][C:2]1[N:11]=[C:10]([C:12]2[CH:17]=[CH:16][C:15]([N:18]3[CH2:23][CH2:22][O:21][CH2:20][CH2:19]3)=[CH:14][CH:13]=2)[C:9]2[CH2:8][CH2:7][C@H:6]3[C@H:24]([CH3:31])[C:25](=[O:30])[CH:26]([C:28]#[N:29])[CH2:27][C@:5]3([C:32]3[CH:37]=[CH:36][CH:35]=[CH:34][CH:33]=3)[C:4]=2[N:3]=1.[Br:38]N1C(C)(C)C(=O)N(Br)C1=O.N1C=CC=CC=1. Product: [Br:38][C:16]1[CH:17]=[C:12]([C:10]2[C:9]3[CH2:8][CH2:7][C@H:6]4[C@H:24]([CH3:31])[C:25](=[O:30])[C:26]([C:28]#[N:29])=[CH:27][C@:5]4([C:32]4[CH:33]=[CH:34][CH:35]=[CH:36][CH:37]=4)[C:4]=3[N:3]=[C:2]([CH3:1])[N:11]=2)[CH:13]=[CH:14][C:15]=1[N:18]1[CH2:19][CH2:20][O:21][CH2:22][CH2:23]1. The catalyst class is: 287. (6) Reactant: [CH3:1][N:2]([CH3:18])[CH2:3][C:4]1[CH:9]=[CH:8][C:7](OC(F)(F)F)=[C:6]([N+:15]([O-:17])=[O:16])[CH:5]=1.[NH:19]1[CH2:23][CH2:22][CH2:21][CH2:20]1.C(N(CC)C(C)C)(C)C.C(=O)([O-])O.[Na+]. Product: [CH3:1][N:2]([CH3:18])[CH2:3][C:4]1[CH:9]=[CH:8][C:7]([N:19]2[CH2:23][CH2:22][CH2:21][CH2:20]2)=[C:6]([N+:15]([O-:17])=[O:16])[CH:5]=1. The catalyst class is: 3. (7) Reactant: [CH3:1][C:2]1[CH:3]=[C:4]([C:12]2[CH:17]=[C:16]([C:18]([F:21])([F:20])[F:19])[N:15]=[C:14]([N:22]3[CH:26]=[C:25]([Sn](CCCC)(CCCC)CCCC)[N:24]=[CH:23]3)[N:13]=2)[CH:5]=[CH:6][C:7]=1[C:8]([F:11])([F:10])[F:9].[CH3:40][C:41]([NH:44][S:45]([C:48]1[S:52][C:51](Br)=[CH:50][CH:49]=1)(=[O:47])=[O:46])([CH3:43])[CH3:42].CCCCCCC. Product: [C:41]([NH:44][S:45]([C:48]1[S:52][C:51]([C:25]2[N:24]=[CH:23][N:22]([C:14]3[N:13]=[C:12]([C:4]4[CH:5]=[CH:6][C:7]([C:8]([F:11])([F:9])[F:10])=[C:2]([CH3:1])[CH:3]=4)[CH:17]=[C:16]([C:18]([F:21])([F:20])[F:19])[N:15]=3)[CH:26]=2)=[CH:50][CH:49]=1)(=[O:46])=[O:47])([CH3:43])([CH3:40])[CH3:42]. The catalyst class is: 11.